Dataset: Full USPTO retrosynthesis dataset with 1.9M reactions from patents (1976-2016). Task: Predict the reactants needed to synthesize the given product. (1) Given the product [Cl:15][C:16]1[CH:17]=[C:18]([NH:23][C:24]2[C:33]3[C:28](=[CH:29][C:30]([O:12][C@H:4]4[CH2:3][O:7][C@H:6]5[C@H:8]([O:11][CH3:13])[CH2:9][O:10][C@@H:5]45)=[C:31]([N+:34]([O-:36])=[O:35])[CH:32]=3)[N:27]=[CH:26][N:25]=2)[CH:19]=[CH:20][C:21]=1[F:22], predict the reactants needed to synthesize it. The reactants are: [H-].[Na+].[CH2:3]1[O:7][C@@H:6]2[C@@H:8]([OH:11])[CH2:9][O:10][C@@H:5]2[C@@H:4]1[OH:12].[CH3:13]I.[Cl:15][C:16]1[CH:17]=[C:18]([NH:23][C:24]2[C:33]3[C:28](=[CH:29][C:30](F)=[C:31]([N+:34]([O-:36])=[O:35])[CH:32]=3)[N:27]=[CH:26][N:25]=2)[CH:19]=[CH:20][C:21]=1[F:22]. (2) Given the product [ClH:33].[O:31]=[C:13]1[C@@H:12]([NH:11][C:9](=[O:10])[O:8][CH2:1][C:2]2[CH:7]=[CH:6][CH:5]=[CH:4][CH:3]=2)[CH2:17][CH2:16][CH2:15][N:14]1[CH:18]1[CH2:23][CH2:22][NH:21][CH2:20][CH2:19]1, predict the reactants needed to synthesize it. The reactants are: [CH2:1]([O:8][C:9]([NH:11][C@H:12]1[CH2:17][CH2:16][CH2:15][N:14]([CH:18]2[CH2:23][CH2:22][N:21](C(OC(C)(C)C)=O)[CH2:20][CH2:19]2)[C:13]1=[O:31])=[O:10])[C:2]1[CH:7]=[CH:6][CH:5]=[CH:4][CH:3]=1.C(Cl)[Cl:33].Cl.O1CCOCC1. (3) The reactants are: Cl[C:2]1[C:11]([C:12]([OH:14])=[O:13])=[CH:10][C:9]2[C:4](=[CH:5][CH:6]=[C:7]([Cl:15])[CH:8]=2)[N:3]=1.[F:16][C:17]1[CH:28]=[CH:27][CH:26]=[CH:25][C:18]=1[CH2:19][CH:20]([C:22]([OH:24])=[O:23])[NH2:21]. Given the product [NH4+:3].[C:22]([CH:20]([NH:21][C:2]1[C:11]([C:12]([O-:14])=[O:13])=[CH:10][C:9]2[C:4](=[CH:5][CH:6]=[C:7]([Cl:15])[CH:8]=2)[N:3]=1)[CH2:19][C:18]1[CH:25]=[CH:26][CH:27]=[CH:28][C:17]=1[F:16])([OH:24])=[O:23], predict the reactants needed to synthesize it. (4) Given the product [C:7]1([C:6](=[N:1][CH2:2][CH2:3][CH2:4][OH:5])[C:13]2[CH:14]=[CH:15][CH:16]=[CH:17][CH:18]=2)[CH:12]=[CH:11][CH:10]=[CH:9][CH:8]=1, predict the reactants needed to synthesize it. The reactants are: [NH2:1][CH2:2][CH2:3][CH2:4][OH:5].[C:6](=N)([C:13]1[CH:18]=[CH:17][CH:16]=[CH:15][CH:14]=1)[C:7]1[CH:12]=[CH:11][CH:10]=[CH:9][CH:8]=1. (5) Given the product [CH3:1][O:2][C:3]1[CH:4]=[C:5]([CH:10]=[C:11]2[O:14][CH2:23][CH2:22][O:13][C:12]=12)[C:6]([O:8][CH3:9])=[O:7], predict the reactants needed to synthesize it. The reactants are: [CH3:1][O:2][C:3]1[CH:4]=[C:5]([CH:10]=[C:11]([OH:14])[C:12]=1[OH:13])[C:6]([O:8][CH3:9])=[O:7].C(=O)([O-])[O-].[K+].[K+].Br[CH:22](Br)[CH3:23].Cl.